Predict the reaction yield, written as a fraction of the theoretical maximum amount of product (1.0 means a 100% yield; for example, 0.34 means a 34% yield). From a dataset of Reaction yield outcomes from USPTO patents with 853,638 reactions. (1) The reactants are OCC(NC(=O)OC(C)(C)C)(C)C.[CH3:14][O:15][CH2:16][CH2:17][O:18][CH2:19][C:20]([NH:23][C:24](=O)OC(C)(C)C)([CH3:22])[CH3:21].C(O)(C(F)(F)F)=O.NC(C)(C)CO.F[C:45]1[C:46](C)=[N:47][C:48]2[C:53]([N:54]=1)=[C:52]([C:55]1[NH:63][C:62]3[CH2:61][CH2:60][NH:59][C:58](=[O:64])[C:57]=3[CH:56]=1)[CH:51]=[CH:50][CH:49]=2. The catalyst is C(Cl)Cl.CS(C)=O.CCOC(C)=O. The product is [CH3:14][O:15][CH2:16][CH2:17][O:18][CH2:19][C:20]([NH:23][C:24]1[C:46]([CH3:45])=[N:47][C:48]2[C:53]([N:54]=1)=[C:52]([C:55]1[NH:63][C:62]3[CH2:61][CH2:60][NH:59][C:58](=[O:64])[C:57]=3[CH:56]=1)[CH:51]=[CH:50][CH:49]=2)([CH3:21])[CH3:22]. The yield is 0.200. (2) The reactants are C[O:2][C:3]1[CH:12]=[C:11]2[C:6]([CH:7]=[C:8]([C:13]([O:15][CH2:16][CH3:17])=[O:14])[CH:9]=[N:10]2)=[CH:5][CH:4]=1.ClC1C2C(=CC(OC)=CC=2)N=CC=1C(OCC)=O. The catalyst is CCOC(C)=O.C(O)C.[Pd]. The product is [OH:2][C:3]1[CH:12]=[C:11]2[C:6]([CH:7]=[C:8]([C:13]([O:15][CH2:16][CH3:17])=[O:14])[CH:9]=[N:10]2)=[CH:5][CH:4]=1. The yield is 0.890. (3) The reactants are Cl[C:2]1[CH:9]=[C:8]([CH3:10])[C:5]([C:6]#[N:7])=[C:4]([S:11]([CH2:14][CH3:15])(=[O:13])=[O:12])[CH:3]=1.[NH:16]1[CH2:21][CH2:20][O:19][CH2:18][CH2:17]1.C(=O)([O-])[O-].[K+].[K+]. The catalyst is CN1CCCC1=O.O. The product is [CH2:14]([S:11]([C:4]1[CH:3]=[C:2]([N:16]2[CH2:21][CH2:20][O:19][CH2:18][CH2:17]2)[CH:9]=[C:8]([CH3:10])[C:5]=1[C:6]#[N:7])(=[O:13])=[O:12])[CH3:15]. The yield is 0.960. (4) The reactants are [CH3:1][N:2]([CH3:35])[C:3]([C:5]1[CH:10]=[CH:9][C:8]([N:11]2[C:20]3[C:15](=[N:16][CH:17]=[C:18]([CH2:21][C:22]4[CH:27]=[CH:26][C:25]([F:28])=[CH:24][CH:23]=4)[CH:19]=3)[C:14]([OH:29])=[C:13]([C:30](OC)=[O:31])[C:12]2=[O:34])=[CH:7][CH:6]=1)=[O:4].[N:36]1([CH2:42][CH2:43][NH2:44])[CH2:41][CH2:40][O:39][CH2:38][CH2:37]1. The catalyst is CO. The product is [CH3:1][N:2]([CH3:35])[C:3]([C:5]1[CH:10]=[CH:9][C:8]([N:11]2[C:20]3[C:15](=[N:16][CH:17]=[C:18]([CH2:21][C:22]4[CH:27]=[CH:26][C:25]([F:28])=[CH:24][CH:23]=4)[CH:19]=3)[C:14]([OH:29])=[C:13]([C:30]([NH:44][CH2:43][CH2:42][N:36]3[CH2:41][CH2:40][O:39][CH2:38][CH2:37]3)=[O:31])[C:12]2=[O:34])=[CH:7][CH:6]=1)=[O:4]. The yield is 0.830. (5) The reactants are [Br:1][C:2]1[C:3]([F:19])=[CH:4][C:5]([OH:18])=[C:6]([C:8](=[O:17])[CH:9]=[CH:10][C:11]2[CH:16]=[CH:15][CH:14]=[CH:13][CH:12]=2)[CH:7]=1.[OH-].[Na+]. The catalyst is O.CCO. The product is [Br:1][C:2]1[CH:7]=[C:6]2[C:5](=[CH:4][C:3]=1[F:19])[O:18][CH:10]([C:11]1[CH:16]=[CH:15][CH:14]=[CH:13][CH:12]=1)[CH2:9][C:8]2=[O:17]. The yield is 0.540. (6) The reactants are [CH3:1][C:2]1[CH:3]=[CH:4][C:5]([N+:9]([O-:11])=[O:10])=[C:6]([OH:8])[CH:7]=1.[C:12]1(=O)[O:17][C:15](=[O:16])[C:14]2=[CH:18][CH:19]=[CH:20][CH:21]=[C:13]12. The catalyst is [Cl-].[Zn+2].[Cl-]. The product is [OH:8][C:6]1[CH:7]=[C:2]([CH3:1])[C:3]([C:12]2([C:3]3[C:2]([CH3:1])=[CH:7][C:6]([OH:8])=[C:5]([N+:9]([O-:11])=[O:10])[CH:4]=3)[C:13]3[C:14](=[CH:18][CH:19]=[CH:20][CH:21]=3)[C:15](=[O:16])[O:17]2)=[CH:4][C:5]=1[N+:9]([O-:11])=[O:10]. The yield is 0.810.